From a dataset of Forward reaction prediction with 1.9M reactions from USPTO patents (1976-2016). Predict the product of the given reaction. The product is: [NH2:21][C:17]1[C:16]([N+:22]([O-:24])=[O:23])=[C:15]([CH:4]([C:5]([O:7][CH2:8][CH3:9])=[O:6])[C:3]([O:11][CH2:12][CH3:13])=[O:10])[CH:20]=[CH:19][N:18]=1. Given the reactants [H-].[Na+].[C:3]([O:11][CH2:12][CH3:13])(=[O:10])[CH2:4][C:5]([O:7][CH2:8][CH3:9])=[O:6].Cl[C:15]1[CH:20]=[CH:19][N:18]=[C:17]([NH2:21])[C:16]=1[N+:22]([O-:24])=[O:23], predict the reaction product.